Dataset: Experimentally validated miRNA-target interactions with 360,000+ pairs, plus equal number of negative samples. Task: Binary Classification. Given a miRNA mature sequence and a target amino acid sequence, predict their likelihood of interaction. (1) The miRNA is mmu-miR-5046 with sequence AGCUCCCGCCACUGUGACCCCCUU. The protein sequence of the target gene is MGCNMCVVQKPEEQYKVMLQVNGKELSKLSQEQTLQALRSSKEPLVIQVLRRSPRLRGDSSCHDLQLVDSGTQTDITFEHIMALGKLRPPTPPMVILEPPPISHEYYDPAEFMEGGPQEADRLDELEYEEVELYKSSHRDKLGLMVCYRTDDEEDLGIYVGEVNPNSIAAKDGRIREGDRIIQINGVDVQNREEAVAILSQEENTNISLLVARPESQLAKRWKDSDRDDFLDDFGSENEGELRARKLKSPPAQQPGNEEEKGAPDAGPGLSNSQELDSGVGRTDESTRNEESSEHDLLGD.... Result: 0 (no interaction). (2) The miRNA is mmu-miR-3091-3p with sequence CGGGCCUGACCAGUCUCAAGAC. The protein sequence of the target gene is MNEPTVQPSRTSSAPASPASPRGWSDFCEQHAAAAARELARQYWLFARAHPQPPRADLVSLQFAELFQRHFCREVRESLAGPPGHDYRATAPPRPALPKARSSEDLGPRPACALQHLRRGLRQLFRRRSAGELPGATSDTNDIDTTAASRPGPARKLLPWGLREPPTEALKEVVLRYSLADEAAMDSGARWQRGRLVLRSPGPGHSHFLQLFDPPKSSKPKLQEACSSIREVRPCTRLEMPDNLYTFVLKVQDQTDIIFEVGDEQQLNSWLAELRASTGLGLEHPDTELPLSLAAEPGPA.... Result: 0 (no interaction). (3) The miRNA is mmu-miR-344b-3p with sequence CAUUUAGCCAAAGCCUGACUGU. The protein sequence of the target gene is MDRDEEPLSARPALETESLRFLHVTVGSLLASYGWYILFSCILLYIVIQRLSLRLRALRQRQLDQAETVLEPDVVVKRQEALAAARLRMQEDLNAQVEKHKEKLRQLEEEKRRQKIEMWDSMQEGRSYKRNSGRPQEEDGPGPSTSSVIPKGKSDKKPLRGGGYNPLTGEGGGTCSWRPGRRGPSSGGUN. Result: 0 (no interaction). (4) The miRNA is hsa-miR-27b-3p with sequence UUCACAGUGGCUAAGUUCUGC. The protein sequence of the target gene is MNAGPSWNKVQHSKNSSGKRQSKSQVPHASSQPRSSLTAVTQPTEEKLKESISPEARRKRNPLGSRCQGASGNKLFLDFQSMKIIKENADEDSASDLSDSERIPIPPSPLTPPDLNLRAEEIDPVYFDLHPGQGHTKPEYYYPNFLPSPFSSWDLRDMALLLNAENKTEAVPRVGGLLGKYIDRLIQLEWLQVQTVQCEKAKGGKARPPTAPGTSGALKSPGRSKLIASALSKPLPHQEGASKSGPSRKKAFHHEEIHPSHYAFETSPRPIDVLGGTRFCSQRQTLEMRTEEKKKKSSKS.... Result: 1 (interaction). (5) The miRNA is hsa-miR-3662 with sequence GAAAAUGAUGAGUAGUGACUGAUG. The protein sequence of the target gene is MRWILFIGALIGSSICGQEKFFGDQVLRINVRNGDEISKLSQLVNSNNLKLNFWKSPSSFNRPVDVLVPSVSLQAFKSFLRSQGLEYAVTIEDLQALLDNEDDEMQHNEGQERSSNNFNYGAYHSLEAIYHEMDNIAADFPDLARRVKIGHSFENRPMYVLKFSTGKGVRRPAVWLNAGIHSREWISQATAIWTARKIVSDYQRDPAITSILEKMDIFLLPVANPDGYVYTQTQNRLWRKTRSRNPGSSCIGADPNRNWNASFAGKGASDNPCSEVYHGPHANSEVEVKSVVDFIQKHGN.... Result: 1 (interaction). (6) The miRNA is mmu-miR-290a-5p with sequence ACUCAAACUAUGGGGGCACUUU. The protein sequence of the target gene is MGSQPPPPGSPLSREEGEAPPLVPAEEGRRRSRRVRLRGSCRHRPSLLSRRELASNGPAVPATASSEIMASAAKEFKMDNFSPKAGTSKLQQTVPADASPDSKCPICLDRFDNVSYLDRCLHKFCFRCVQEWSKNKAECPLCKQPFDSIFHSVRAEDDFKEYVLRPSYNGSFTNPEVRRFRYRTTMTRERSASLYSPSSTVSRRTTTPPDSGVLFEGLGISTRPRDVDIPQFMRQMALRGPTTTDERSLRKIQEQDIINFRRTLYRAGVRVRSIEDGGRYRDISAEFFRRNPACLHRLVP.... Result: 1 (interaction). (7) The miRNA is hsa-miR-3158-3p with sequence AAGGGCUUCCUCUCUGCAGGAC. The protein sequence of the target gene is MPRLFFFHLLGVCLLLNQFSRAVADSWMEEVIKLCGRELVRAQIAICGMSTWSKRSLSQEDAPQTPRPVAEIVPSFINKDTETINMMSEFVANLPQELKLTLSEMQPALPQLQQHVPVLKDSSLLFEEFKKLIRNRQSEAADSSPSELKYLGLDTHSRKKRQLYSALANKCCHVGCTKRSLARFC. Result: 0 (no interaction).